From a dataset of Reaction yield outcomes from USPTO patents with 853,638 reactions. Predict the reaction yield, written as a fraction of the theoretical maximum amount of product (1.0 means a 100% yield; for example, 0.34 means a 34% yield). (1) The reactants are [C:1]([O:9][CH2:10][C@:11]1([CH3:16])[CH:15]=[CH:14][CH2:13][O:12]1)(=[O:8])[C:2]1[CH:7]=[CH:6][CH:5]=[CH:4][CH:3]=1.S(C)C.C([O-])(=[O:22])C.[Na+].OO. The catalyst is C1COCC1.O.CCOC(C)=O. The product is [C:1]([O:9][CH2:10][C@:11]1([CH3:16])[CH2:15][CH:14]([OH:22])[CH2:13][O:12]1)(=[O:8])[C:2]1[CH:3]=[CH:4][CH:5]=[CH:6][CH:7]=1. The yield is 0.980. (2) The reactants are [Br:1][CH2:2][CH2:3][CH2:4][CH2:5][CH2:6][CH2:7][CH2:8][CH2:9][CH2:10][CH2:11][CH2:12][CH2:13][CH2:14][CH2:15][CH2:16][C:17]([OH:19])=[O:18].[C:20]1(C)C=CC=CC=1.COC(OC)OC. The catalyst is CO. The product is [CH3:20][O:18][C:17](=[O:19])[CH2:16][CH2:15][CH2:14][CH2:13][CH2:12][CH2:11][CH2:10][CH2:9][CH2:8][CH2:7][CH2:6][CH2:5][CH2:4][CH2:3][CH2:2][Br:1]. The yield is 0.900. (3) The reactants are C(NC(C)C)(C)C.C([Li])CCC.[CH2:13]([SnH:17]([CH2:22][CH2:23][CH2:24][CH3:25])[CH2:18][CH2:19][CH2:20][CH3:21])[CH2:14][CH2:15][CH3:16].[CH3:26][O:27][CH2:28]Cl. The yield is 0.860. The product is [CH2:22]([Sn:17]([CH2:13][CH2:14][CH2:15][CH3:16])([CH2:18][CH2:19][CH2:20][CH3:21])[CH2:26][O:27][CH3:28])[CH2:23][CH2:24][CH3:25]. The catalyst is O.O1CCCC1. (4) The reactants are C(OC(=O)[NH:7][CH2:8][C:9]([N:11]1[CH2:15][CH2:14][CH2:13][C@H:12]1[C:16]#[N:17])=[O:10])(C)(C)C.O.[ClH:20]. The catalyst is CCOCC. The product is [ClH:20].[NH2:7][CH2:8][C:9]([N:11]1[CH2:15][CH2:14][CH2:13][C@H:12]1[C:16]#[N:17])=[O:10]. The yield is 0.980. (5) The reactants are [F:1][C:2]1[CH:7]=[CH:6][C:5]([C:8]2[NH:12][C:11]3[CH:13]=[CH:14][C:15]([C:17]([NH:19][OH:20])=[NH:18])=[CH:16][C:10]=3[N:9]=2)=[CH:4][CH:3]=1.C(N(CC)CC)C.Cl[C:29](OCC)=[O:30]. The catalyst is CN(C=O)C. The product is [F:1][C:2]1[CH:3]=[CH:4][C:5]([C:8]2[NH:12][C:11]3[CH:13]=[CH:14][C:15]([C:17]4[NH:18][C:29](=[O:30])[O:20][N:19]=4)=[CH:16][C:10]=3[N:9]=2)=[CH:6][CH:7]=1. The yield is 0.210. (6) The reactants are [Cl:1][C:2]1[CH:7]=[C:6]([Cl:8])[CH:5]=[CH:4][C:3]=1[C:9]1[N:10]=[C:11](/[CH:30]=[CH:31]/[C:32]2[CH:37]=[CH:36][C:35]([C:38]3[CH:43]=[CH:42][C:41]([OH:44])=[CH:40][CH:39]=3)=[CH:34][CH:33]=2)[N:12]([CH2:14][C:15]([NH:17][CH:18]([C:20]2[C:29]3[C:24](=[CH:25][CH:26]=[CH:27][CH:28]=3)[CH:23]=[CH:22][CH:21]=2)[CH3:19])=[O:16])[CH:13]=1.Br[CH2:46][CH2:47][CH2:48][C:49]([O:51]C)=[O:50]. No catalyst specified. The product is [Cl:1][C:2]1[CH:7]=[C:6]([Cl:8])[CH:5]=[CH:4][C:3]=1[C:9]1[N:10]=[C:11](/[CH:30]=[CH:31]/[C:32]2[CH:33]=[CH:34][C:35]([C:38]3[CH:39]=[CH:40][C:41]([O:44][CH2:46][CH2:47][CH2:48][C:49]([OH:51])=[O:50])=[CH:42][CH:43]=3)=[CH:36][CH:37]=2)[N:12]([CH2:14][C:15](=[O:16])[NH:17][CH:18]([C:20]2[C:29]3[C:24](=[CH:25][CH:26]=[CH:27][CH:28]=3)[CH:23]=[CH:22][CH:21]=2)[CH3:19])[CH:13]=1. The yield is 0.530.